Dataset: Forward reaction prediction with 1.9M reactions from USPTO patents (1976-2016). Task: Predict the product of the given reaction. (1) Given the reactants Cl[C:2]1[N:3]=[C:4]2[C:9](=[CH:10][CH:11]=1)[N:8]=[CH:7][C:6]([S:12]([CH3:15])(=[O:14])=[O:13])=[C:5]2[NH:16][C@H:17]1[CH2:22][CH2:21][C@H:20]([N:23]([CH3:25])[CH3:24])[CH2:19][CH2:18]1.[Cl:26][C:27]1[CH:32]=[C:31](B2OC(C)(C)C(C)(C)O2)[CH:30]=[C:29]([F:42])[C:28]=1[OH:43].C1(N)C(F)=C(F)C(F)=C(N)C=1F.Cl.Cl, predict the reaction product. The product is: [Cl:26][C:27]1[CH:32]=[C:31]([C:2]2[CH:11]=[CH:10][C:9]3[C:4](=[C:5]([NH:16][C@H:17]4[CH2:22][CH2:21][C@H:20]([N:23]([CH3:24])[CH3:25])[CH2:19][CH2:18]4)[C:6]([S:12]([CH3:15])(=[O:13])=[O:14])=[CH:7][N:8]=3)[N:3]=2)[CH:30]=[C:29]([F:42])[C:28]=1[OH:43]. (2) Given the reactants [NH2:1][CH2:2][CH:3]([C:9]1([CH3:14])[O:13][CH2:12][CH2:11][O:10]1)[C:4]([O:6][CH2:7][CH3:8])=[O:5].[CH3:15][C:16]1[CH:26]=[CH:25][CH:24]=[C:18]2[C:19]([O:21][C:22](=O)[C:17]=12)=[O:20], predict the reaction product. The product is: [CH3:15][C:16]1[CH:26]=[CH:25][CH:24]=[C:18]2[C:17]=1[C:22](=[O:21])[N:1]([CH2:2][CH:3]([C:9]1([CH3:14])[O:10][CH2:11][CH2:12][O:13]1)[C:4]([O:6][CH2:7][CH3:8])=[O:5])[C:19]2=[O:20]. (3) The product is: [F:1][C:2]1[CH:7]=[C:6]([N:32]2[C:12]([CH3:13])=[C:11]([C:10]([O:15][CH2:16][CH3:17])=[O:14])[N:34]=[N:33]2)[CH:5]=[C:4]([F:9])[CH:3]=1. Given the reactants [F:1][C:2]1[CH:7]=[C:6](I)[CH:5]=[C:4]([F:9])[CH:3]=1.[C:10]([O:15][CH2:16][CH3:17])(=[O:14])[C:11]#[C:12][CH3:13].N1CCC[C@H]1C(O)=O.C(=O)([O-])[O-].[Na+].[Na+].[N-:32]=[N+:33]=[N-:34].[Na+], predict the reaction product. (4) Given the reactants FC(F)(F)C(O)=O.C(OC([N:15]1[CH2:18][CH:17]([C:19]([N:21]2[CH2:25][CH2:24][C@H:23]([OH:26])[CH2:22]2)=[O:20])[CH2:16]1)=O)(C)(C)C, predict the reaction product. The product is: [NH:15]1[CH2:18][CH:17]([C:19]([N:21]2[CH2:25][CH2:24][C@H:23]([OH:26])[CH2:22]2)=[O:20])[CH2:16]1.